Dataset: Full USPTO retrosynthesis dataset with 1.9M reactions from patents (1976-2016). Task: Predict the reactants needed to synthesize the given product. (1) Given the product [C:8]1([C@:4]23[CH2:5][C@H:3]2[CH2:2][O:1][C:6]3=[O:18])[C:17]2[C:12](=[CH:13][CH:14]=[CH:15][CH:16]=2)[CH:11]=[CH:10][CH:9]=1, predict the reactants needed to synthesize it. The reactants are: [OH:1][CH2:2][CH:3]1[CH2:5][C@:4]1([C:8]1[C:17]2[C:12](=[CH:13][CH:14]=[CH:15][CH:16]=2)[CH:11]=[CH:10][CH:9]=1)[C:6]#N.[OH-:18].[Na+].Cl. (2) Given the product [C:15]1([CH:14]([C:21]2[CH:26]=[CH:25][CH:24]=[CH:23][CH:22]=2)[CH2:13][NH:12][C:10]2[C:9]3[C:4](=[CH:5][CH:6]=[CH:7][CH:8]=3)[N:3]=[C:2]([C:41]3[CH:42]=[C:43]4[C:38]([CH2:37][CH2:36][CH2:35][N:34]4[C:32]([O:31][C:27]([CH3:30])([CH3:29])[CH3:28])=[O:33])=[CH:39][CH:40]=3)[N:11]=2)[CH:20]=[CH:19][CH:18]=[CH:17][CH:16]=1, predict the reactants needed to synthesize it. The reactants are: Cl[C:2]1[N:11]=[C:10]([NH:12][CH2:13][CH:14]([C:21]2[CH:26]=[CH:25][CH:24]=[CH:23][CH:22]=2)[C:15]2[CH:20]=[CH:19][CH:18]=[CH:17][CH:16]=2)[C:9]2[C:4](=[CH:5][CH:6]=[CH:7][CH:8]=2)[N:3]=1.[C:27]([O:31][C:32]([N:34]1[C:43]2[C:38](=[CH:39][CH:40]=[C:41](B(O)O)[CH:42]=2)[CH2:37][CH2:36][CH2:35]1)=[O:33])([CH3:30])([CH3:29])[CH3:28].C(NC1C2C(=CC=CC=2)N=C(C2SC3C=CC=CC=3C=2)N=1)(C1C=CC=CC=1)C1C=CC=CC=1. (3) Given the product [F:21][C:16]1[CH:17]=[CH:18][CH:19]=[CH:20][C:15]=1[N:8]1[C:9]2[CH:14]=[CH:13][CH:12]=[CH:11][C:10]=2[N:6]([CH2:5]/[CH:4]=[CH:3]/[CH2:2][NH:25][CH3:24])[S:7]1(=[O:23])=[O:22], predict the reactants needed to synthesize it. The reactants are: Br[CH2:2]/[CH:3]=[CH:4]/[CH2:5][N:6]1[C:10]2[CH:11]=[CH:12][CH:13]=[CH:14][C:9]=2[N:8]([C:15]2[CH:20]=[CH:19][CH:18]=[CH:17][C:16]=2[F:21])[S:7]1(=[O:23])=[O:22].[CH3:24][NH2:25].Cl. (4) Given the product [CH2:2]([C:6]1[CH:7]=[CH:8][C:9]([C:12]#[C:13][C:14]2[CH:34]=[CH:33][C:17]([CH2:18][N:19]([C:20]3[CH:32]=[CH:31][C:23]4[O:24][C:25]([CH3:30])([CH3:29])[O:26][C:27](=[O:28])[C:22]=4[CH:21]=3)[C:45](=[O:46])[C:44]3[CH:48]=[CH:49][C:41]([CH2:35][CH2:36][CH2:37][CH2:38][CH2:39][CH3:40])=[CH:42][CH:43]=3)=[CH:16][CH:15]=2)=[CH:10][CH:11]=1)[CH2:3][CH2:4][CH3:5], predict the reactants needed to synthesize it. The reactants are: Cl.[CH2:2]([C:6]1[CH:11]=[CH:10][C:9]([C:12]#[C:13][C:14]2[CH:34]=[CH:33][C:17]([CH2:18][NH:19][C:20]3[CH:32]=[CH:31][C:23]4[O:24][C:25]([CH3:30])([CH3:29])[O:26][C:27](=[O:28])[C:22]=4[CH:21]=3)=[CH:16][CH:15]=2)=[CH:8][CH:7]=1)[CH2:3][CH2:4][CH3:5].[CH2:35]([C:41]1[CH:49]=[CH:48][C:44]([C:45](Cl)=[O:46])=[CH:43][CH:42]=1)[CH2:36][CH2:37][CH2:38][CH2:39][CH3:40]. (5) The reactants are: [Br:1][C:2]1[CH:7]=[CH:6][C:5]([C:8](=[N:22][O:23][CH2:24][CH3:25])[CH:9]2[CH2:14][CH2:13][N:12]([C:15]3([CH3:21])[CH2:20][CH2:19][NH:18][CH2:17][CH2:16]3)[CH2:11][CH2:10]2)=[CH:4][CH:3]=1.[CH3:26][N:27]1[C:35]2[C:30](=[CH:31][CH:32]=[CH:33][CH:34]=2)[CH:29]=[C:28]1[C:36](O)=[O:37].CCN(CC)CC.CN(C(ON1N=NC2C=CC=NC1=2)=[N+](C)C)C.F[P-](F)(F)(F)(F)F. Given the product [Br:1][C:2]1[CH:7]=[CH:6][C:5](/[C:8](=[N:22]/[O:23][CH2:24][CH3:25])/[CH:9]2[CH2:10][CH2:11][N:12]([C:15]3([CH3:21])[CH2:20][CH2:19][N:18]([C:36]([C:28]4[N:27]([CH3:26])[C:35]5[C:30]([CH:29]=4)=[CH:31][CH:32]=[CH:33][CH:34]=5)=[O:37])[CH2:17][CH2:16]3)[CH2:13][CH2:14]2)=[CH:4][CH:3]=1, predict the reactants needed to synthesize it. (6) Given the product [CH3:13][N:12]([CH3:14])[C:10]([CH:8]1[CH2:7][C:6]2[CH:15]=[C:2]([B:19]3[O:20][C:21]([CH3:23])([CH3:22])[C:17]([CH3:33])([CH3:16])[O:18]3)[CH:3]=[CH:4][C:5]=2[O:9]1)=[O:11], predict the reactants needed to synthesize it. The reactants are: Br[C:2]1[CH:3]=[CH:4][C:5]2[O:9][CH:8]([C:10]([N:12]([CH3:14])[CH3:13])=[O:11])[CH2:7][C:6]=2[CH:15]=1.[CH3:16][C:17]1([CH3:33])[C:21]([CH3:23])([CH3:22])[O:20][B:19]([B:19]2[O:20][C:21]([CH3:23])([CH3:22])[C:17]([CH3:33])([CH3:16])[O:18]2)[O:18]1.C([O-])(=O)C.[K+].ClCCl. (7) Given the product [F:14][C:8]1[CH:7]=[C:6]2[C:11]([C:2]([N:16]3[CH2:21][CH2:20][O:19][CH2:18][CH2:17]3)=[CH:3][NH:4][C:5]2=[O:15])=[CH:10][C:9]=1[O:12][CH3:13], predict the reactants needed to synthesize it. The reactants are: Br[C:2]1[C:11]2[C:6](=[CH:7][C:8]([F:14])=[C:9]([O:12][CH3:13])[CH:10]=2)[C:5](=[O:15])[NH:4][CH:3]=1.[NH:16]1[CH2:21][CH2:20][O:19][CH2:18][CH2:17]1.CCN(C(C)C)C(C)C.